From a dataset of Full USPTO retrosynthesis dataset with 1.9M reactions from patents (1976-2016). Predict the reactants needed to synthesize the given product. (1) Given the product [Cl:6][C:7]1[CH:11]=[C:10]([C:12]([NH:30][C:31]2[C:32]([C:38]([NH:24][CH3:22])=[O:40])=[N:33][CH:34]=[N:35][C:36]=2[CH3:37])=[O:14])[N:9]([C:15]2[C:20]([Cl:21])=[CH:19][CH:18]=[CH:17][N:16]=2)[N:8]=1, predict the reactants needed to synthesize it. The reactants are: CS(Cl)(=O)=O.[Cl:6][C:7]1[CH:11]=[C:10]([C:12]([OH:14])=O)[N:9]([C:15]2[C:20]([Cl:21])=[CH:19][CH:18]=[CH:17][N:16]=2)[N:8]=1.[CH2:22]([N:24](CC)CC)C.[Na+].[NH2:30][C:31]1[C:32]([C:38]([O-:40])=O)=[N:33][CH:34]=[N:35][C:36]=1[CH3:37]. (2) Given the product [CH3:1][C:2]1([CH3:11])[O:6][CH:5]([CH2:7][CH2:8][CH2:9][O:10][C:15]2[CH:20]=[CH:19][N+:18]([O-:21])=[C:17]([CH3:22])[C:16]=2[CH3:23])[CH2:4][O:3]1, predict the reactants needed to synthesize it. The reactants are: [CH3:1][C:2]1([CH3:11])[O:6][CH:5]([CH2:7][CH2:8][CH2:9][OH:10])[CH2:4][O:3]1.[H-].[Na+].Cl[C:15]1[CH:20]=[CH:19][N+:18]([O-:21])=[C:17]([CH3:22])[C:16]=1[CH3:23]. (3) Given the product [Cl:40][C:41]1[CH:48]=[CH:39][C:38]([C:37](=[O:3])[CH2:36][O:35][CH3:31])=[CH:43][CH:42]=1, predict the reactants needed to synthesize it. The reactants are: [Cl-].C[O:3]C[P+](C1C=CC=CC=1)(C1C=CC=CC=1)C1C=CC=CC=1.C1([Li])C=CC=CC=1.[CH2:31]([O:35][CH2:36][CH2:37][CH2:38][CH3:39])CCC.[Cl:40][C:41]1[CH:48]=CC(C#N)=[CH:43][CH:42]=1. (4) Given the product [Cl:1][C:2]1[C:7]2[O:8][C:9]3[C:18]([CH3:19])=[CH:17][C:16]([C:20]([OH:22])=[O:21])=[CH:15][C:10]=3[S:11](=[O:14])(=[O:13])[CH2:12][C:6]=2[CH:5]=[C:4]([S:23]([N:27]2[CH2:32][CH2:31][O:30][CH2:29][CH2:28]2)(=[O:25])=[O:24])[CH:3]=1, predict the reactants needed to synthesize it. The reactants are: [Cl:1][C:2]1[C:7]2[O:8][C:9]3[C:18]([CH3:19])=[CH:17][C:16]([C:20]([OH:22])=[O:21])=[CH:15][C:10]=3[S:11](=[O:14])(=[O:13])[CH2:12][C:6]=2[CH:5]=[C:4]([S:23](Cl)(=[O:25])=[O:24])[CH:3]=1.[NH:27]1[CH2:32][CH2:31][O:30][CH2:29][CH2:28]1.O. (5) Given the product [CH3:1][N:2]1[CH2:6][CH2:5][CH2:4][CH:3]1[CH2:7][CH2:8][N:9]1[CH2:15][CH2:14][CH2:13][CH2:12][C:11]2[CH:16]=[C:17]([NH:20][C:45]([C:47]3[S:48][CH:49]=[CH:50][CH:51]=3)=[NH:44])[CH:18]=[CH:19][C:10]1=2, predict the reactants needed to synthesize it. The reactants are: [CH3:1][N:2]1[CH2:6][CH2:5][CH2:4][CH:3]1[CH2:7][CH2:8][N:9]1[CH2:15][CH2:14][CH2:13][CH2:12][C:11]2[CH:16]=[C:17]([NH2:20])[CH:18]=[CH:19][C:10]1=2.CN(CCN1C2C(=CC=C([NH:44][C:45]([C:47]3[S:48][CH:49]=[CH:50][CH:51]=3)=N)C=2)CCC1)C(=O)OC1C=CC=CC=1. (6) The reactants are: C=C[C:3]1[CH:8]=[CH:7][CH:6]=[CH:5]C=1.[NH2-].[Li+].[CH3:11][O:12][C:13]([CH3:19])([O:15]CC#C)[CH3:14].BrCC. Given the product [CH3:11][O:12][C:13]([CH3:19])([O:15][CH2:5][C:6]#[C:7][CH2:8][CH3:3])[CH3:14], predict the reactants needed to synthesize it. (7) Given the product [N:14]1[CH:15]=[C:16]([CH:4]2[CH2:5][CH2:6][CH2:7][N:3]2[CH3:1])[CH:17]=[CH:12][CH:13]=1, predict the reactants needed to synthesize it. The reactants are: [CH:1]([N:3]1[CH2:7][CH2:6][CH2:5][C:4]1=O)=C.[H-].[K+].C(OCC)(=O)[C:12]1[CH:17]=[CH:16][CH:15]=[N:14][CH:13]=1.Cl.[BH4-].[Na+].C=O.[OH-].[Na+]. (8) Given the product [CH3:11][O:12][C:13]1[CH:18]=[CH:17][C:16]([CH:19]([CH3:21])[CH3:20])=[CH:15][C:14]=1[CH2:22][N:23]1[CH2:28][CH2:27][N:26]([S:7]([C:1]2[CH:6]=[CH:5][CH:4]=[CH:3][CH:2]=2)(=[O:9])=[O:8])[CH2:25][CH2:24]1, predict the reactants needed to synthesize it. The reactants are: [C:1]1([S:7](Cl)(=[O:9])=[O:8])[CH:6]=[CH:5][CH:4]=[CH:3][CH:2]=1.[CH3:11][O:12][C:13]1[CH:18]=[CH:17][C:16]([CH:19]([CH3:21])[CH3:20])=[CH:15][C:14]=1[CH2:22][N:23]1[CH2:28][CH2:27][NH:26][CH2:25][CH2:24]1.C(N(CC)CC)C.O.